Regression. Given a peptide amino acid sequence and an MHC pseudo amino acid sequence, predict their binding affinity value. This is MHC class I binding data. From a dataset of Peptide-MHC class I binding affinity with 185,985 pairs from IEDB/IMGT. The peptide sequence is YEFLQPILL. The MHC is Patr-A0901 with pseudo-sequence Patr-A0901. The binding affinity (normalized) is 0.561.